From a dataset of Tyrosyl-DNA phosphodiesterase HTS with 341,365 compounds. Binary Classification. Given a drug SMILES string, predict its activity (active/inactive) in a high-throughput screening assay against a specified biological target. (1) The result is 0 (inactive). The drug is O=C(NC1CCN(CC1)C(C)C)NC1CCCCC1. (2) The compound is Clc1c(S(=O)(=O)N(C)C)cc(NC(=O)COC(=O)CC2Sc3c(NC2=O)cccc3)cc1. The result is 0 (inactive). (3) The drug is Ic1c(N(C(=O)c2ccc(OC\C=C(\c3ccccc3)c3ccccc3)cc2)C)cccc1. The result is 0 (inactive).